From a dataset of Forward reaction prediction with 1.9M reactions from USPTO patents (1976-2016). Predict the product of the given reaction. Given the reactants [CH2:1]([C:4]1[S:34][C:7]2[N:8]=[C:9]([N:25]3[CH2:30][CH2:29][CH2:28][CH:27]([C:31]([OH:33])=O)[CH2:26]3)[N:10]=[C:11]([N:12]3[CH2:17][CH2:16][N:15]4[C:18]([C:21]([F:24])([F:23])[F:22])=[N:19][N:20]=[C:14]4[CH2:13]3)[C:6]=2[CH:5]=1)[CH2:2][CH3:3].[Cl-].[NH4+].C(Cl)CCl.C1C=CC2N(O)N=[N:47]C=2C=1.C(N(C(C)C)CC)(C)C, predict the reaction product. The product is: [CH2:1]([C:4]1[S:34][C:7]2[N:8]=[C:9]([N:25]3[CH2:30][CH2:29][CH2:28][CH:27]([C:31]([NH2:47])=[O:33])[CH2:26]3)[N:10]=[C:11]([N:12]3[CH2:17][CH2:16][N:15]4[C:18]([C:21]([F:23])([F:22])[F:24])=[N:19][N:20]=[C:14]4[CH2:13]3)[C:6]=2[CH:5]=1)[CH2:2][CH3:3].